Dataset: Experimentally validated miRNA-target interactions with 360,000+ pairs, plus equal number of negative samples. Task: Binary Classification. Given a miRNA mature sequence and a target amino acid sequence, predict their likelihood of interaction. The miRNA is hsa-miR-496 with sequence UGAGUAUUACAUGGCCAAUCUC. The protein sequence of the target gene is MEIIRSNFKSNLHKVYQAIEEADFFAIDGEFSGISDGPSVSALTNGFDTPEERYQKLKKHSMDFLLFQFGLCTFKYDYTDSKYITKSFNFYVFPKPFNRSSPDVKFVCQSSSIDFLASQGFDFNKVFRNGIPYLNQEEERQLREQYDEKRSQANGAGALSYVSPNTSKCPVTIPEDQKKFIDQVVEKIEDLLQSEENKNLDLEPCTGFQRKLIYQTLSWKYPKGIHVETLETEKKERYIVISKVDEEERKRREQQKHAKEQEELNDAVGFSRVIHAIANSGKLVIGHNMLLDVMHTVHQF.... Result: 0 (no interaction).